This data is from Forward reaction prediction with 1.9M reactions from USPTO patents (1976-2016). The task is: Predict the product of the given reaction. (1) Given the reactants Br[C:2]1[CH:7]=[CH:6][CH:5]=[CH:4][N:3]=1.C([Li])CCC.[CH3:13][N:14]([CH3:25])[S:15]([N:18]1[CH:22]=[CH:21][N:20]=[C:19]1[CH:23]=[O:24])(=[O:17])=[O:16].[Cl-].[NH4+], predict the reaction product. The product is: [CH3:13][N:14]([CH3:25])[S:15]([N:18]1[CH:22]=[CH:21][N:20]=[C:19]1[CH:23]([C:2]1[CH:7]=[CH:6][CH:5]=[CH:4][N:3]=1)[OH:24])(=[O:16])=[O:17]. (2) Given the reactants [CH3:1][O:2][C:3]1([O:13][CH3:14])[CH2:6][CH:5]([C:7](=O)[CH2:8][CH2:9][CH:10]=[CH2:11])[CH2:4]1.[C:15]([O-:18])(=O)[CH3:16].[NH4+:19].[C:20]([N+:24]#[C-])([CH3:23])([CH3:22])[CH3:21].FC(F)(F)[CH2:28][OH:29], predict the reaction product. The product is: [C:15]([NH:19][C:7]([CH:5]1[CH2:6][C:3]([O:13][CH3:14])([O:2][CH3:1])[CH2:4]1)([CH2:8][CH2:9][CH:10]=[CH2:11])[C:28]([NH:24][C:20]([CH3:23])([CH3:22])[CH3:21])=[O:29])(=[O:18])[CH3:16]. (3) Given the reactants [NH2:1][C:2]1[C:7]2[CH2:8][C:9]([CH3:12])([CH3:11])[O:10][C:6]=2[C:5]([C:13]([NH:15][CH2:16][C@@H:17]2[CH2:22][CH2:21][N:20](C(OC(C)(C)C)=O)[CH2:19][C@H:18]2[OH:30])=[O:14])=[CH:4][C:3]=1[Cl:31], predict the reaction product. The product is: [NH2:1][C:2]1[C:7]2[CH2:8][C:9]([CH3:11])([CH3:12])[O:10][C:6]=2[C:5]([C:13]([NH:15][CH2:16][C@@H:17]2[CH2:22][CH2:21][NH:20][CH2:19][C@H:18]2[OH:30])=[O:14])=[CH:4][C:3]=1[Cl:31]. (4) Given the reactants [Cl:1][C:2]1[CH:7]=[C:6]([Cl:8])[CH:5]=[CH:4][C:3]=1[C:9]1[N:10]=[C:11]([C:23]2[CH:28]=[CH:27][N:26]=[C:25]([NH:29][C:30](=[O:32])[CH3:31])[CH:24]=2)[S:12][C:13]=1[C:14]1[NH:15][CH:16]=[C:17]([C:19](F)(F)F)[N:18]=1.O.[OH-].[NH4+:35], predict the reaction product. The product is: [C:19]([C:17]1[N:18]=[C:14]([C:13]2[S:12][C:11]([C:23]3[CH:28]=[CH:27][N:26]=[C:25]([NH:29][C:30](=[O:32])[CH3:31])[CH:24]=3)=[N:10][C:9]=2[C:3]2[CH:4]=[CH:5][C:6]([Cl:8])=[CH:7][C:2]=2[Cl:1])[NH:15][CH:16]=1)#[N:35]. (5) Given the reactants [Cl:1][C:2]1[N:7]=[CH:6][C:5]2[C:8](I)=[N:9][N:10]([CH:11]([CH3:13])[CH3:12])[C:4]=2[CH:3]=1.CC1C=CC2C(=C3C(=CC=2)C=CC(C)=N3)N=1.C(=O)([O-])[O-].[Cs+].[Cs+].[O:37]1[CH2:41][CH2:40][CH:39]([OH:42])[CH2:38]1, predict the reaction product. The product is: [Cl:1][C:2]1[N:7]=[CH:6][C:5]2[C:8]([O:42][CH:39]3[CH2:40][CH2:41][O:37][CH2:38]3)=[N:9][N:10]([CH:11]([CH3:13])[CH3:12])[C:4]=2[CH:3]=1. (6) Given the reactants C[O:2][C:3](=[O:31])[C@@H:4]([NH:13][C:14]([C:16]1[CH:17]=[C:18]([C:23]2[CH:28]=[CH:27][C:26]([F:29])=[C:25]([Cl:30])[CH:24]=2)[CH:19]=[CH:20][C:21]=1[OH:22])=[O:15])[CH2:5][C:6]1[CH:11]=[CH:10][C:9](Br)=[CH:8][CH:7]=1.[F:32][C:33]([F:44])([F:43])[C:34]1[CH:35]=[C:36](B(O)O)[CH:37]=[CH:38][CH:39]=1.[Li+].[OH-].O.C1COCC1.CO, predict the reaction product. The product is: [Cl:30][C:25]1[CH:24]=[C:23]([C:18]2[CH:19]=[CH:20][C:21]([OH:22])=[C:16]([C:14]([NH:13][C@@H:4]([CH2:5][C:6]3[CH:7]=[CH:8][C:9]([C:38]4[CH:37]=[CH:36][CH:35]=[C:34]([C:33]([F:44])([F:43])[F:32])[CH:39]=4)=[CH:10][CH:11]=3)[C:3]([OH:2])=[O:31])=[O:15])[CH:17]=2)[CH:28]=[CH:27][C:26]=1[F:29]. (7) Given the reactants [NH:1]1[CH2:5][CH2:4][CH2:3][C@H:2]1[C:6]([OH:8])=[O:7].C([O-])(O)=O.[Na+].Cl[C:15]([O:17][CH3:18])=[O:16], predict the reaction product. The product is: [CH3:18][O:17][C:15]([N:1]1[CH2:5][CH2:4][CH2:3][C@H:2]1[C:6]([OH:8])=[O:7])=[O:16]. (8) Given the reactants [NH2:1][C:2]1[CH:9]=[CH:8][C:7]([N+:10]([O-:12])=[O:11])=[CH:6][C:3]=1[C:4]#[N:5].CO[CH:15](OC)[N:16]([CH3:18])[CH3:17], predict the reaction product. The product is: [C:4]([C:3]1[CH:6]=[C:7]([N+:10]([O-:12])=[O:11])[CH:8]=[CH:9][C:2]=1[N:1]=[CH:15][N:16]([CH3:18])[CH3:17])#[N:5]. (9) Given the reactants [CH:1]1([C:7]([OH:9])=[O:8])[CH2:6][CH2:5][CH2:4][CH2:3][CH2:2]1.[CH3:10][Si:11]([CH3:16])([CH3:15])[CH2:12][CH2:13]O.Cl.C(N=C=NCCCN(C)C)C, predict the reaction product. The product is: [CH:1]1([C:7]([O:9][CH2:13][CH2:12][Si:11]([CH3:16])([CH3:15])[CH3:10])=[O:8])[CH2:6][CH2:5][CH2:4][CH2:3][CH2:2]1. (10) Given the reactants [BH4-].[Na+].[Cl:3][C:4]1[CH:5]=[C:6]2[NH:24][C:23]([O:25][C@@H:26]3[CH2:30][O:29][C@@H:28]4[C@@:31]([OH:36])([CH:34]=[O:35])[CH2:32][O:33][C@H:27]34)=[N:22][C:7]2=[N:8][C:9]=1[C:10]1[CH:15]=[CH:14][C:13]([C:16]2[CH:21]=[CH:20][CH:19]=[CH:18][CH:17]=2)=[CH:12][CH:11]=1, predict the reaction product. The product is: [Cl:3][C:4]1[CH:5]=[C:6]2[NH:24][C:23]([O:25][C@@H:26]3[CH2:30][O:29][C@@H:28]4[C@:31]([CH2:34][OH:35])([OH:36])[CH2:32][O:33][C@H:27]34)=[N:22][C:7]2=[N:8][C:9]=1[C:10]1[CH:15]=[CH:14][C:13]([C:16]2[CH:17]=[CH:18][CH:19]=[CH:20][CH:21]=2)=[CH:12][CH:11]=1.